From a dataset of Peptide-MHC class II binding affinity with 134,281 pairs from IEDB. Regression. Given a peptide amino acid sequence and an MHC pseudo amino acid sequence, predict their binding affinity value. This is MHC class II binding data. The peptide sequence is EAGKATTEEQKLIED. The MHC is HLA-DQA10501-DQB10301 with pseudo-sequence HLA-DQA10501-DQB10301. The binding affinity (normalized) is 0.453.